Dataset: Catalyst prediction with 721,799 reactions and 888 catalyst types from USPTO. Task: Predict which catalyst facilitates the given reaction. Reactant: [Cl:1][C:2]1[CH:3]=[C:4]([C:9]2[CH:21]=[CH:20][C:12]([C:13]([NH:15][S:16]([CH3:19])(=[O:18])=[O:17])=[O:14])=[CH:11][C:10]=2[O:22][CH:23]2[CH2:26][O:25][CH2:24]2)[CH:5]=[N:6][C:7]=1F.C([O-])([O-])=O.[Cs+].[Cs+].[Cl:33][C:34]1[CH:39]=[CH:38][C:37]([CH3:40])=[CH:36][C:35]=1[OH:41]. Product: [Cl:1][C:2]1[CH:3]=[C:4]([C:9]2[CH:21]=[CH:20][C:12]([C:13]([NH:15][S:16]([CH3:19])(=[O:18])=[O:17])=[O:14])=[CH:11][C:10]=2[O:22][CH:23]2[CH2:26][O:25][CH2:24]2)[CH:5]=[N:6][C:7]=1[O:41][C:35]1[CH:36]=[C:37]([CH3:40])[CH:38]=[CH:39][C:34]=1[Cl:33]. The catalyst class is: 16.